This data is from Forward reaction prediction with 1.9M reactions from USPTO patents (1976-2016). The task is: Predict the product of the given reaction. (1) Given the reactants Cl[C:2]1[N:11]=[C:10]([C:12]2[CH:17]=[CH:16][CH:15]=[CH:14][C:13]=2[F:18])[C:9]2[C:4](=[CH:5][CH:6]=[CH:7][CH:8]=2)[N:3]=1.[CH2:19]([O:21][C:22]1[CH:23]=[C:24]([CH:33]=[CH:34][C:35]=1[O:36][CH3:37])[CH2:25][N:26]1[CH2:31][CH2:30][CH:29]([NH2:32])[CH2:28][CH2:27]1)[CH3:20], predict the reaction product. The product is: [CH2:19]([O:21][C:22]1[CH:23]=[C:24]([CH:33]=[CH:34][C:35]=1[O:36][CH3:37])[CH2:25][N:26]1[CH2:27][CH2:28][CH:29]([NH:32][C:2]2[N:11]=[C:10]([C:12]3[CH:17]=[CH:16][CH:15]=[CH:14][C:13]=3[F:18])[C:9]3[C:4](=[CH:5][CH:6]=[CH:7][CH:8]=3)[N:3]=2)[CH2:30][CH2:31]1)[CH3:20]. (2) Given the reactants [Cl:1][C:2]1[N:7]=[CH:6][C:5]2[C:8](I)=[CH:9][N:10]([CH:11]([CH3:13])[CH3:12])[C:4]=2[CH:3]=1.[CH3:15][S:16](O)(=[O:18])=[O:17].CNCCNC, predict the reaction product. The product is: [Cl:1][C:2]1[N:7]=[CH:6][C:5]2[C:8]([S:16]([CH3:15])(=[O:18])=[O:17])=[CH:9][N:10]([CH:11]([CH3:13])[CH3:12])[C:4]=2[CH:3]=1. (3) Given the reactants [CH:1]1[C:13]2[CH:12]([CH2:14][O:15][C:16]([N:18]([CH3:26])[C@H:19]([C:23](O)=[O:24])[CH:20]([CH3:22])[CH3:21])=[O:17])[C:11]3[C:6](=[CH:7][CH:8]=[CH:9][CH:10]=3)[C:5]=2[CH:4]=[CH:3][CH:2]=1.[CH3:27][O:28][C@@H:29]([C@@H:38]([N:43]([CH3:51])[C:44](=[O:50])[C@H:45]([CH:47]([CH3:49])[CH3:48])[NH2:46])[C@@H:39]([CH3:42])[CH2:40][CH3:41])[CH2:30][C:31]([O:33][C:34]([CH3:37])([CH3:36])[CH3:35])=[O:32].Cl.CN(C)CCCN=C=NCC.O.ON1C2C=CC=CC=2N=N1.[Cl-].[NH4+], predict the reaction product. The product is: [CH:10]1[C:11]2[CH:12]([CH2:14][O:15][C:16]([N:18]([CH3:26])[C@H:19]([C:23]([NH:46][C@H:45]([C:44]([N:43]([C@@H:38]([C@@H:39]([CH3:42])[CH2:40][CH3:41])[C@H:29]([O:28][CH3:27])[CH2:30][C:31]([O:33][C:34]([CH3:37])([CH3:35])[CH3:36])=[O:32])[CH3:51])=[O:50])[CH:47]([CH3:49])[CH3:48])=[O:24])[CH:20]([CH3:21])[CH3:22])=[O:17])[C:13]3[C:5](=[CH:4][CH:3]=[CH:2][CH:1]=3)[C:6]=2[CH:7]=[CH:8][CH:9]=1. (4) The product is: [CH3:7][O:8][C:9]1[CH:10]=[C:11]([NH:12][C:22]2[CH:21]=[CH:20][CH:19]=[C:18]([O:17][CH3:16])[CH:23]=2)[CH:13]=[CH:14][CH:15]=1. Given the reactants N1C=CC=CC=1.[CH3:7][O:8][C:9]1[CH:10]=[C:11]([CH:13]=[CH:14][CH:15]=1)[NH2:12].[CH3:16][O:17][C:18]1[CH:19]=[C:20](B(O)O)[CH:21]=[CH:22][CH:23]=1, predict the reaction product. (5) Given the reactants [S:1]1[C:5]2[CH:6]=[CH:7][CH:8]=[CH:9][C:4]=2[N:3]=[C:2]1[CH2:10][N:11]1[C:16](=[O:17])[C:15]([C:18](OCC)=[O:19])=[C:14]([OH:23])[C:13]([CH:24]([CH3:26])[CH3:25])=[N:12]1.[H-].[Na+].BrCC1SC2C=CC=CC=2[N:35]=1.Cl.CC[O:43][C:44]([CH3:46])=[O:45], predict the reaction product. The product is: [S:1]1[C:5]2[CH:6]=[CH:7][CH:8]=[CH:9][C:4]=2[N:3]=[C:2]1[CH2:10][N:11]1[C:16](=[O:17])[C:15]([C:18]([NH:35][CH2:46][C:44]([OH:43])=[O:45])=[O:19])=[C:14]([OH:23])[C:13]([CH:24]([CH3:26])[CH3:25])=[N:12]1. (6) The product is: [Br:1][C:2]1[CH:3]=[C:4]([CH2:7][N:9]2[CH2:14][CH2:13][O:12][CH2:11][CH2:10]2)[S:5][CH:6]=1. Given the reactants [Br:1][C:2]1[CH:3]=[C:4]([CH:7]=O)[S:5][CH:6]=1.[NH:9]1[CH2:14][CH2:13][O:12][CH2:11][CH2:10]1.[BH-](OC(C)=O)(OC(C)=O)OC(C)=O.[Na+].C(OCC)(=O)C, predict the reaction product. (7) Given the reactants C[Al](C)C.[Cl-].[NH4+:6].[CH:7]1([C:12]#[N:13])[CH2:11][CH2:10][CH2:9][CH2:8]1.C[O:15][C:16]([CH:18]1[CH2:22][CH2:21][CH2:20][C:19]1=O)=O.C([O-])([O-])=O.[K+].[K+], predict the reaction product. The product is: [CH:7]1([C:12]2[N:6]=[C:16]([OH:15])[C:18]3[CH2:22][CH2:21][CH2:20][C:19]=3[N:13]=2)[CH2:11][CH2:10][CH2:9][CH2:8]1.